This data is from Catalyst prediction with 721,799 reactions and 888 catalyst types from USPTO. The task is: Predict which catalyst facilitates the given reaction. (1) Reactant: [Cl:1][C:2]1[CH:7]=[CH:6][C:5]([C:8]2[N:12]3[CH:13]=[CH:14][N:15]=[CH:16][C:11]3=[N:10][N:9]=2)=[CH:4][CH:3]=1. Product: [Cl:1][C:2]1[CH:7]=[CH:6][C:5]([C:8]2[N:12]3[CH2:13][CH2:14][NH:15][CH2:16][C:11]3=[N:10][N:9]=2)=[CH:4][CH:3]=1. The catalyst class is: 63. (2) Reactant: Cl.[F:2][C@H:3]1[C@H:7]([CH3:8])[NH:6][C@H:5]([C:9]([NH:11][CH2:12][C:13]2[C:18]([C:19]([F:22])([F:21])[F:20])=[CH:17][N:16]=[C:15]([C:23]3[CH:24]=[N:25][C:26]([C:29]([F:32])([F:31])[F:30])=[N:27][CH:28]=3)[CH:14]=2)=[O:10])[CH2:4]1.[F:33][C:34]1[CH:39]=[CH:38][C:37]([S:40](Cl)(=[O:42])=[O:41])=[CH:36][CH:35]=1. Product: [F:2][C@H:3]1[C@H:7]([CH3:8])[N:6]([S:40]([C:37]2[CH:38]=[CH:39][C:34]([F:33])=[CH:35][CH:36]=2)(=[O:42])=[O:41])[C@H:5]([C:9]([NH:11][CH2:12][C:13]2[C:18]([C:19]([F:20])([F:21])[F:22])=[CH:17][N:16]=[C:15]([C:23]3[CH:28]=[N:27][C:26]([C:29]([F:32])([F:31])[F:30])=[N:25][CH:24]=3)[CH:14]=2)=[O:10])[CH2:4]1. The catalyst class is: 4. (3) Product: [CH3:30][N:31]1[CH2:23][CH2:22][C@@H:9]([C:10]2[CH:15]=[C:14]([Cl:16])[CH:13]=[CH:12][C:11]=2[OH:17])[C@@H:8]1[C:3]1[CH:4]=[CH:5][CH:6]=[CH:7][C:2]=1[Br:1]. Reactant: [Br:1][C:2]1[CH:7]=[CH:6][CH:5]=[CH:4][C:3]=1/[CH:8]=[CH:9]/[C:10]1[CH:15]=[C:14]([Cl:16])[CH:13]=[CH:12][C:11]=1[O:17]C(=O)C.F[C:22](F)(F)[C:23](O)=O.CO[CH2:30][N:31]([Si](C)(C)C)C. The catalyst class is: 11. (4) Reactant: [NH2:1][CH:2]([CH2:19][C:20]1[CH:25]=[CH:24][CH:23]=[C:22]([O:26][C:27]([F:32])([F:31])[CH:28]([F:30])[F:29])[CH:21]=1)[CH:3]([C:5]1[CH:10]=[CH:9][CH:8]=[C:7]([O:11][CH2:12][C:13]2[CH:18]=[CH:17][CH:16]=[CH:15][CH:14]=2)[CH:6]=1)[OH:4].[C:33]1([C:44](O)=[O:45])[CH:34]=[CH:35][CH:36]=[C:37]2[CH2:43][CH2:42][CH2:41][CH:40]=[CH:39][C:38]=12.Cl.C(N=C=NCCCN(C)C)C.O.ON1C2C=CC=CC=2N=N1. Product: [CH2:12]([O:11][C:7]1[CH:6]=[C:5]([CH:3]([OH:4])[CH:2]([NH:1][C:44]([C:33]2[CH:34]=[CH:35][CH:36]=[C:37]3[CH2:43][CH2:42][CH2:41][CH:40]=[CH:39][C:38]=23)=[O:45])[CH2:19][C:20]2[CH:25]=[CH:24][CH:23]=[C:22]([O:26][C:27]([F:31])([F:32])[CH:28]([F:29])[F:30])[CH:21]=2)[CH:10]=[CH:9][CH:8]=1)[C:13]1[CH:14]=[CH:15][CH:16]=[CH:17][CH:18]=1. The catalyst class is: 47. (5) Reactant: [C:1]([Si:5]([CH3:30])([CH3:29])[O:6][C:7]1[CH:12]=[CH:11][C:10]([C:13]2[C:17]([C:18]3[CH:23]=[CH:22][CH:21]=[CH:20][CH:19]=3)=[C:16]([C:24]3([CH:27]=O)[CH2:26][CH2:25]3)[O:15][N:14]=2)=[CH:9][CH:8]=1)([CH3:4])([CH3:3])[CH3:2].[CH3:31][NH:32][CH3:33].C(O[BH-](OC(=O)C)OC(=O)C)(=O)C.[Na+]. Product: [C:1]([Si:5]([CH3:30])([CH3:29])[O:6][C:7]1[CH:12]=[CH:11][C:10]([C:13]2[C:17]([C:18]3[CH:23]=[CH:22][CH:21]=[CH:20][CH:19]=3)=[C:16]([C:24]3([CH2:27][N:32]([CH3:33])[CH3:31])[CH2:26][CH2:25]3)[O:15][N:14]=2)=[CH:9][CH:8]=1)([CH3:4])([CH3:3])[CH3:2]. The catalyst class is: 489. (6) Reactant: C([O:8][CH:9]1[CH2:14][CH2:13][CH:12](/[CH:15]=[C:16]2/[C:17](=[O:37])[CH:18]([C:28]3[C:33]([CH3:34])=[CH:32][C:31]([CH3:35])=[CH:30][C:29]=3[CH3:36])[CH:19]([O:21][C:22](=[O:27])[C:23]([CH3:26])([CH3:25])[CH3:24])[CH2:20]/2)[CH2:11][CH2:10]1)C1C=CC=CC=1. Product: [OH:8][CH:9]1[CH2:14][CH2:13][CH:12]([CH2:15][CH:16]2[CH2:20][CH:19]([O:21][C:22](=[O:27])[C:23]([CH3:25])([CH3:26])[CH3:24])[CH:18]([C:28]3[C:33]([CH3:34])=[CH:32][C:31]([CH3:35])=[CH:30][C:29]=3[CH3:36])[C:17]2=[O:37])[CH2:11][CH2:10]1. The catalyst class is: 78. (7) Reactant: [C@@H:1]1([O:11][CH2:12][CH2:13][NH:14][C:15](=[O:58])[CH2:16][N:17]([CH2:35][C:36]([NH:38][CH2:39][CH2:40][CH2:41][CH2:42][CH2:43][C:44](OC2C(F)=C(F)C(F)=C(F)C=2F)=[O:45])=[O:37])[CH2:18][C:19](=[O:34])[NH:20][CH2:21][CH2:22][O:23][C@@H:24]2[O:32][C@@H:31]([CH3:33])[C@@H:29]([OH:30])[C@@H:27]([OH:28])[C@@H:25]2[OH:26])[O:9][C@@H:8]([CH3:10])[C@@H:6]([OH:7])[C@@H:4]([OH:5])[C@@H:2]1[OH:3].Cl.[NH2:60][CH2:61][C@@H:62]([C:81]([OH:83])=[O:82])[NH:63][C:64]([O:66][CH2:67][CH:68]1[C:80]2[CH:79]=[CH:78][CH:77]=[CH:76][C:75]=2[C:74]2[C:69]1=[CH:70][CH:71]=[CH:72][CH:73]=2)=[O:65].CCN(C(C)C)C(C)C. Product: [O:58]=[C:15]([NH:14][CH2:13][CH2:12][O:11][C@@H:1]1[O:9][C@@H:8]([CH3:10])[C@@H:6]([OH:7])[C@@H:4]([OH:5])[C@@H:2]1[OH:3])[CH2:16][N:17]([CH2:35][C:36]([NH:38][CH2:39][CH2:40][CH2:41][CH2:42][CH2:43][C:44]([NH:60][CH2:61][C@@H:62]([C:81]([OH:83])=[O:82])[NH:63][C:64]([O:66][CH2:67][CH:68]1[C:69]2[CH:70]=[CH:71][CH:72]=[CH:73][C:74]=2[C:75]2[C:80]1=[CH:79][CH:78]=[CH:77][CH:76]=2)=[O:65])=[O:45])=[O:37])[CH2:18][C:19]([NH:20][CH2:21][CH2:22][O:23][C@@H:24]1[O:32][C@@H:31]([CH3:33])[C@@H:29]([OH:30])[C@@H:27]([OH:28])[C@@H:25]1[OH:26])=[O:34]. The catalyst class is: 3.